From a dataset of Forward reaction prediction with 1.9M reactions from USPTO patents (1976-2016). Predict the product of the given reaction. (1) The product is: [C:22]1([C:7]2[S:6](=[O:29])(=[O:28])[N:5]([CH2:31][CH:32]3[CH2:36][CH2:35][CH2:34][O:33]3)[C:9](=[O:10])[C:8]=2[NH:11][CH2:12][CH2:13][CH2:14][CH2:15][C:16]2[CH:17]=[CH:18][CH:19]=[CH:20][CH:21]=2)[CH:23]=[CH:24][CH:25]=[CH:26][CH:27]=1. Given the reactants C([N:5]1[C:9](=[O:10])[C:8]([NH:11][CH2:12][CH2:13][CH2:14][CH2:15][C:16]2[CH:21]=[CH:20][CH:19]=[CH:18][CH:17]=2)=[C:7]([C:22]2[CH:27]=[CH:26][CH:25]=[CH:24][CH:23]=2)[S:6]1(=[O:29])=[O:28])(C)(C)C.Br[CH2:31][CH:32]1[CH2:36][CH2:35][CH2:34][O:33]1.C([O-])([O-])=O.[K+].[K+], predict the reaction product. (2) Given the reactants Br[C:2]1[CH:3]=[C:4]([F:15])[CH:5]=[C:6]2[C:10]=1[N:9]([CH3:11])[C:8]([C:12]([NH2:14])=[O:13])=[CH:7]2.[F:16][C:17]1[CH:22]=[CH:21][C:20](B(O)O)=[CH:19][CH:18]=1, predict the reaction product. The product is: [F:15][C:4]1[CH:5]=[C:6]2[C:10](=[C:2]([C:20]3[CH:21]=[CH:22][C:17]([F:16])=[CH:18][CH:19]=3)[CH:3]=1)[N:9]([CH3:11])[C:8]([C:12]([NH2:14])=[O:13])=[CH:7]2. (3) Given the reactants [N:1]1[C:10]2[C:5](=[CH:6][C:7]([CH:11]=O)=[CH:8][CH:9]=2)[N:4]=[CH:3][CH:2]=1.C1(OP([CH:29](NC2C=CC=CC=2)[C:30]2[CH:35]=[CH:34][N:33]=[C:32]([CH3:36])[N:31]=2)(=O)OC2C=CC=CC=2)C=CC=CC=1.C([O-])([O-])=[O:45].[Cs+].[Cs+].Cl, predict the reaction product. The product is: [CH3:36][C:32]1[N:31]=[C:30]([C:29](=[O:45])[CH2:11][C:7]2[CH:6]=[C:5]3[C:10](=[CH:9][CH:8]=2)[N:1]=[CH:2][CH:3]=[N:4]3)[CH:35]=[CH:34][N:33]=1. (4) Given the reactants [F-:1].[K+].[Cl:3][C:4]1[CH:5]=[C:6]2[C:10](=[C:11](I)[CH:12]=1)[C:9](=[O:14])[N:8]([CH2:15][C:16]1[CH:21]=[CH:20][C:19]([O:22][CH3:23])=[CH:18][CH:17]=1)[CH2:7]2.COC(=O)[C:27](Cl)([F:29])[F:28], predict the reaction product. The product is: [Cl:3][C:4]1[CH:5]=[C:6]2[C:10](=[C:11]([C:27]([F:29])([F:1])[F:28])[CH:12]=1)[C:9](=[O:14])[N:8]([CH2:15][C:16]1[CH:21]=[CH:20][C:19]([O:22][CH3:23])=[CH:18][CH:17]=1)[CH2:7]2. (5) Given the reactants [OH:1][C:2]1[CH:10]=[CH:9][C:5]([C:6]([OH:8])=[O:7])=[CH:4][N:3]=1.[Si](C=[N+]=[N-])(C)(C)[CH3:12], predict the reaction product. The product is: [CH3:12][O:7][C:6](=[O:8])[C:5]1[CH:9]=[CH:10][C:2]([OH:1])=[N:3][CH:4]=1.